Dataset: Reaction yield outcomes from USPTO patents with 853,638 reactions. Task: Predict the reaction yield, written as a fraction of the theoretical maximum amount of product (1.0 means a 100% yield; for example, 0.34 means a 34% yield). (1) The reactants are [CH:1]([O:4][C:5]([N:7]1[CH2:12][CH2:11][CH:10]([O:13][C:14]2[N:19]=[CH:18][N:17]=[C:16]3[N:20]([C:23]4[CH:28]=[CH:27][C:26](I)=[CH:25][C:24]=4[CH3:30])[N:21]=[CH:22][C:15]=23)[CH2:9][CH2:8]1)=[O:6])([CH3:3])[CH3:2].[CH2:31]([NH2:34])[CH2:32][CH3:33].N1CCC[C@H]1C(O)=O.C(=O)([O-])[O-].[K+].[K+]. The catalyst is CS(C)=O.[Cu](I)I. The product is [CH:1]([O:4][C:5]([N:7]1[CH2:12][CH2:11][CH:10]([O:13][C:14]2[N:19]=[CH:18][N:17]=[C:16]3[N:20]([C:23]4[CH:28]=[CH:27][C:26]([NH:34][CH2:31][CH2:32][CH3:33])=[CH:25][C:24]=4[CH3:30])[N:21]=[CH:22][C:15]=23)[CH2:9][CH2:8]1)=[O:6])([CH3:3])[CH3:2]. The yield is 0.530. (2) The reactants are [F:1][C:2]1[CH:7]=[C:6]([F:8])[CH:5]=[C:4]([F:9])[CH:3]=1.[Br:10]Br. The catalyst is [Fe](Cl)(Cl)Cl.O. The product is [F:1][C:2]1[CH:7]=[C:6]([F:8])[CH:5]=[C:4]([F:9])[C:3]=1[Br:10]. The yield is 0.975.